Dataset: Reaction yield outcomes from USPTO patents with 853,638 reactions. Task: Predict the reaction yield, written as a fraction of the theoretical maximum amount of product (1.0 means a 100% yield; for example, 0.34 means a 34% yield). The reactants are C1(OP(Cl)(OC2C=CC=CC=2)=O)C=CC=CC=1.[O:18]1[C:22]2[CH:23]=[CH:24][CH:25]=[CH:26][C:21]=2[CH:20]=[C:19]1[C:27]([OH:29])=O.C(N(CC)CC)C.[NH2:37][C@@H:38]1[CH:43]2[CH2:44][CH2:45][N:40]([CH2:41][CH2:42]2)[C@H:39]1[CH2:46][C:47]1[CH:48]=[N:49][CH:50]=[CH:51][CH:52]=1.C1(C)C=CC(C([C@](C(O)=O)(O)[C@](C(C2C=CC(C)=CC=2)=O)(O)C(O)=O)=O)=CC=1.[OH-].[Na+]. The catalyst is ClCCl. The product is [N:49]1[CH:50]=[CH:51][CH:52]=[C:47]([CH2:46][CH:39]2[CH:38]([NH:37][C:27]([C:19]3[O:18][C:22]4[CH:23]=[CH:24][CH:25]=[CH:26][C:21]=4[CH:20]=3)=[O:29])[CH:43]3[CH2:42][CH2:41][N:40]2[CH2:45][CH2:44]3)[CH:48]=1. The yield is 0.420.